From a dataset of Full USPTO retrosynthesis dataset with 1.9M reactions from patents (1976-2016). Predict the reactants needed to synthesize the given product. Given the product [F:42][C:38]([F:43])([CH3:26])[CH2:39][N:8]1[CH2:9][CH:4]([CH2:3][O:2][CH3:1])[O:5][C:6]2([CH2:14][CH2:15][N:16]([C:19]([O:21][C:22]([CH3:25])([CH3:24])[CH3:23])=[O:20])[CH2:17][CH2:18]2)[CH2:7]1, predict the reactants needed to synthesize it. The reactants are: [CH3:1][O:2][CH2:3][CH:4]1[CH2:9][N:8](CC(=O)C)[CH2:7][C:6]2([CH2:18][CH2:17][N:16]([C:19]([O:21][C:22]([CH3:25])([CH3:24])[CH3:23])=[O:20])[CH2:15][CH2:14]2)[O:5]1.[CH2:26](N(S(F)(F)F)CC)C.[F-].[Cs+].F[C:38]([F:43])([F:42])[C:39](O)=O.